This data is from Full USPTO retrosynthesis dataset with 1.9M reactions from patents (1976-2016). The task is: Predict the reactants needed to synthesize the given product. (1) Given the product [CH2:1]([O:8][C:9]1[CH:14]=[CH:13][N:12]([C:15]2[N:20]=[C:19]3[N:21]([CH3:35])[C:22]4[CH2:27][CH2:26][NH:25][CH2:24][C:23]=4[C:18]3=[CH:17][CH:16]=2)[C:11](=[O:36])[CH:10]=1)[C:2]1[CH:3]=[CH:4][CH:5]=[CH:6][CH:7]=1, predict the reactants needed to synthesize it. The reactants are: [CH2:1]([O:8][C:9]1[CH:14]=[CH:13][N:12]([C:15]2[N:20]=[C:19]3[N:21]([CH3:35])[C:22]4[CH2:27][CH2:26][N:25](C(OC(C)(C)C)=O)[CH2:24][C:23]=4[C:18]3=[CH:17][CH:16]=2)[C:11](=[O:36])[CH:10]=1)[C:2]1[CH:7]=[CH:6][CH:5]=[CH:4][CH:3]=1.Cl. (2) Given the product [Cl:1][C:2]1[C:7]([C:8]#[CH:9])=[C:6](/[N:10]=[N:11]/[N:12]([CH2:15][CH3:16])[CH2:13][CH3:14])[C:5]([C:17]2[CH:22]=[CH:21][CH:20]=[C:19]([F:23])[CH:18]=2)=[C:4]([CH:24]([OH:26])[CH3:25])[CH:3]=1, predict the reactants needed to synthesize it. The reactants are: [Cl:1][C:2]1[C:7]([C:8]#[CH:9])=[C:6](/[N:10]=[N:11]/[N:12]([CH2:15][CH3:16])[CH2:13][CH3:14])[C:5]([C:17]2[CH:22]=[CH:21][CH:20]=[C:19]([F:23])[CH:18]=2)=[C:4]([C:24](=[O:26])[CH3:25])[CH:3]=1.[BH4-].[Na+]. (3) Given the product [CH3:24][S:25]([OH:28])(=[O:27])=[O:26].[CH3:1][O:2][C:3]1[CH:8]=[CH:7][CH:6]=[CH:5][C:4]=1[C:9]1[N:14]=[CH:13][N:12]=[C:11]([NH:15][C:16]([CH:18]2[CH2:23][CH2:22][NH:21][CH2:20][CH2:19]2)=[O:17])[CH:10]=1, predict the reactants needed to synthesize it. The reactants are: [CH3:1][O:2][C:3]1[CH:8]=[CH:7][CH:6]=[CH:5][C:4]=1[C:9]1[N:14]=[CH:13][N:12]=[C:11]([NH:15][C:16]([CH:18]2[CH2:23][CH2:22][NH:21][CH2:20][CH2:19]2)=[O:17])[CH:10]=1.[CH3:24][S:25]([OH:28])(=[O:27])=[O:26]. (4) The reactants are: [Cl:1][C:2]1[CH:7]=[C:6]([Cl:8])[CH:5]=[CH:4][C:3]=1[C:9]1[C:10]([OH:16])=[CH:11][CH:12]=[CH:13][C:14]=1[F:15].C(=O)([O-])[O-].[K+].[K+].[CH2:23](Br)[CH:24]=[CH2:25]. Given the product [CH2:25]([O:16][C:10]1[CH:11]=[CH:12][CH:13]=[C:14]([F:15])[C:9]=1[C:3]1[CH:4]=[CH:5][C:6]([Cl:8])=[CH:7][C:2]=1[Cl:1])[CH:24]=[CH2:23], predict the reactants needed to synthesize it. (5) Given the product [Cl:25][C:26]1[CH:27]=[C:28]([CH:29]=[CH:30][CH:31]=1)[O:36][C:2]1[N:10]=[C:9]([C:11]2[NH:15][C:14](=[O:16])[O:13][N:12]=2)[N:8]=[C:7]2[C:3]=1[N:4]([CH2:17][C@H:18]1[CH2:19][CH2:20][C@H:21]([CH3:24])[CH2:22][CH2:23]1)[CH:5]=[N:6]2, predict the reactants needed to synthesize it. The reactants are: Cl[C:2]1[N:10]=[C:9]([C:11]2[NH:15][C:14](=[O:16])[O:13][N:12]=2)[N:8]=[C:7]2[C:3]=1[N:4]([CH2:17][C@H:18]1[CH2:23][CH2:22][C@H:21]([CH3:24])[CH2:20][CH2:19]1)[CH:5]=[N:6]2.[Cl:25][C:26]1[CH:27]=[C:28](B(O)O)[CH:29]=[CH:30][CH:31]=1.P([O-])([O-])([O-])=[O:36].[K+].[K+].[K+].O1CCOCC1. (6) Given the product [F:1][C:2]1[CH:11]=[C:10]2[C:5]([C:6]([CH2:13][CH2:14][N:16]3[CH2:21][CH2:20][N:19]([C:22]4[C:27]5[CH:28]=[CH:29][S:30][C:26]=5[CH:25]=[CH:24][N:23]=4)[CH2:18][CH2:17]3)=[CH:7][C:8](=[O:12])[NH:9]2)=[CH:4][CH:3]=1, predict the reactants needed to synthesize it. The reactants are: [F:1][C:2]1[CH:11]=[C:10]2[C:5]([C:6]([CH2:13][C:14]([N:16]3[CH2:21][CH2:20][N:19]([C:22]4[C:27]5[CH:28]=[CH:29][S:30][C:26]=5[CH:25]=[CH:24][N:23]=4)[CH2:18][CH2:17]3)=O)=[CH:7][C:8](=[O:12])[NH:9]2)=[CH:4][CH:3]=1.[H-].[Al+3].[Li+].[H-].[H-].[H-].O.[OH-].[Na+].